Dataset: Forward reaction prediction with 1.9M reactions from USPTO patents (1976-2016). Task: Predict the product of the given reaction. (1) Given the reactants [C:1]([O:5][C:6]([NH:8][C@@H:9]([CH2:13][C:14]1[CH:19]=[CH:18][C:17]([Cl:20])=[CH:16][CH:15]=1)[C:10]([OH:12])=[O:11])=[O:7])([CH3:4])([CH3:3])[CH3:2].[CH3:21][Si](C=[N+]=[N-])(C)C, predict the reaction product. The product is: [CH3:21][O:11][C:10](=[O:12])[C@@H:9]([NH:8][C:6]([O:5][C:1]([CH3:4])([CH3:2])[CH3:3])=[O:7])[CH2:13][C:14]1[CH:19]=[CH:18][C:17]([Cl:20])=[CH:16][CH:15]=1. (2) The product is: [CH3:46][O:45][C:24]1[CH:23]=[C:22]([C:5]2[CH:4]=[N:3][N:2]([CH3:1])[CH:6]=2)[CH:27]=[CH:26][C:25]=1[C:28]1[S:29][C:30]([N:33]([CH3:44])[CH:34]2[CH2:39][C:38]([CH3:40])([CH3:41])[NH:37][C:36]([CH3:43])([CH3:42])[CH2:35]2)=[N:31][N:32]=1. Given the reactants [CH3:1][N:2]1[CH:6]=[C:5](B2OC(C)(C)C(C)(C)O2)[CH:4]=[N:3]1.FC(F)(F)S(O[C:22]1[CH:27]=[CH:26][C:25]([C:28]2[S:29][C:30]([N:33]([CH3:44])[CH:34]3[CH2:39][C:38]([CH3:41])([CH3:40])[NH:37][C:36]([CH3:43])([CH3:42])[CH2:35]3)=[N:31][N:32]=2)=[C:24]([O:45][CH3:46])[CH:23]=1)(=O)=O.C([O-])([O-])=O.[Na+].[Na+], predict the reaction product. (3) The product is: [N:13]1[CH:18]=[CH:17][CH:16]=[C:15]([C:2]2[C:10]3[C:5](=[CH:6][CH:7]=[C:8]([CH:11]=[O:12])[CH:9]=3)[NH:4][N:3]=2)[CH:14]=1. Given the reactants I[C:2]1[C:10]2[C:5](=[CH:6][CH:7]=[C:8]([CH:11]=[O:12])[CH:9]=2)[NH:4][N:3]=1.[N:13]1[CH:18]=[CH:17][CH:16]=[C:15](B(O)O)[CH:14]=1.C([O-])([O-])=O.[K+].[K+].O1CCOCC1, predict the reaction product. (4) The product is: [CH:1]([CH:4]1[C:10]2=[C:11]3[C:15](=[CH:16][CH:17]=[C:9]2[O:8][CH2:7][CH2:6][N:5]1[CH3:29])[N:14]([S:18]([C:21]1[CH:26]=[CH:25][CH:24]=[CH:23][CH:22]=1)(=[O:20])=[O:19])[CH:13]=[CH:12]3)([CH3:3])[CH3:2]. Given the reactants [CH:1]([CH:4]1[C:10]2=[C:11]3[C:15](=[CH:16][CH:17]=[C:9]2[O:8][CH2:7][CH2:6][NH:5]1)[N:14]([S:18]([C:21]1[CH:26]=[CH:25][CH:24]=[CH:23][CH:22]=1)(=[O:20])=[O:19])[CH:13]=[CH:12]3)([CH3:3])[CH3:2].C=O.[C:29](O[BH-](OC(=O)C)OC(=O)C)(=O)C.[Na+], predict the reaction product. (5) Given the reactants [C:1]([CH2:4][C:5]1[CH:39]=[CH:38][C:8]([CH2:9][CH2:10][CH2:11][NH:12][C:13]2[CH:18]=[C:17]([O:19][CH3:20])[CH:16]=[CH:15][C:14]=2[C@@H:21]2[CH2:30][CH2:29][C:28]3[CH:27]=[C:26]([O:31]C(=O)C(C)(C)C)[CH:25]=[CH:24][C:23]=3[CH2:22]2)=[CH:7][CH:6]=1)(O)=O.Cl.[CH:41]12[NH:47][CH:44]([CH2:45][CH2:46]1)[CH2:43][CH2:42]2, predict the reaction product. The product is: [CH:44]12[N:47]([CH2:1][CH2:4][C:5]3[CH:6]=[CH:7][C:8]([CH2:9][CH2:10][CH2:11][NH:12][C:13]4[CH:18]=[C:17]([O:19][CH3:20])[CH:16]=[CH:15][C:14]=4[C@@H:21]4[CH2:30][CH2:29][C:28]5[CH:27]=[C:26]([OH:31])[CH:25]=[CH:24][C:23]=5[CH2:22]4)=[CH:38][CH:39]=3)[CH:41]([CH2:46][CH2:45]1)[CH2:42][CH2:43]2. (6) Given the reactants [C:1]([O:5][C:6](=[O:26])[NH:7][C:8]1[CH:13]=[C:12]([N:14]([CH:16]2[CH2:18][CH2:17]2)[CH3:15])[C:11]([C:19]([F:22])([F:21])[F:20])=[CH:10][C:9]=1[N+:23]([O-])=O)([CH3:4])([CH3:3])[CH3:2].O.O.Cl[Sn]Cl, predict the reaction product. The product is: [C:1]([O:5][C:6](=[O:26])[NH:7][C:8]1[CH:13]=[C:12]([N:14]([CH:16]2[CH2:17][CH2:18]2)[CH3:15])[C:11]([C:19]([F:22])([F:21])[F:20])=[CH:10][C:9]=1[NH2:23])([CH3:4])([CH3:2])[CH3:3]. (7) Given the reactants [N:1]1[CH:6]=[CH:5][C:4]([C:7]2[CH:15]=[CH:14][C:10]([C:11](N)=[O:12])=[CH:9][CH:8]=2)=[CH:3][CH:2]=1.[OH-].[Na+].S(=O)(=O)(O)[OH:19], predict the reaction product. The product is: [N:1]1[CH:6]=[CH:5][C:4]([C:7]2[CH:15]=[CH:14][C:10]([C:11]([OH:19])=[O:12])=[CH:9][CH:8]=2)=[CH:3][CH:2]=1.